Task: Predict which catalyst facilitates the given reaction.. Dataset: Catalyst prediction with 721,799 reactions and 888 catalyst types from USPTO (1) Product: [C:3]([C@H:7]1[CH2:12][CH2:11][C@H:10]([O:13][C:14]2[CH:23]=[C:22]([I:24])[C:21]3[C:16](=[CH:17][CH:18]=[CH:19][CH:20]=3)[C:15]=2[CH2:25][N:26]2[CH2:27][CH2:28][CH:29]([C:32]([OH:34])=[O:33])[CH2:30][CH2:31]2)[CH2:9][CH2:8]1)([CH3:6])([CH3:4])[CH3:5]. Reactant: [OH-].[Na+].[C:3]([C@H:7]1[CH2:12][CH2:11][C@H:10]([O:13][C:14]2[CH:23]=[C:22]([I:24])[C:21]3[C:16](=[CH:17][CH:18]=[CH:19][CH:20]=3)[C:15]=2[CH2:25][N:26]2[CH2:31][CH2:30][CH:29]([C:32]([O:34]CC)=[O:33])[CH2:28][CH2:27]2)[CH2:9][CH2:8]1)([CH3:6])([CH3:5])[CH3:4]. The catalyst class is: 8. (2) Reactant: [NH:1]1[C:10]2[C:5](=[CH:6][CH:7]=[CH:8][CH:9]=2)[CH2:4][CH2:3][C:2]1=[O:11].[Br:12]N1C(=O)CCC1=O. Product: [Br:12][C:7]1[CH:6]=[C:5]2[C:10](=[CH:9][CH:8]=1)[NH:1][C:2](=[O:11])[CH2:3][CH2:4]2. The catalyst class is: 4. (3) Reactant: [CH3:1][C:2]1[C:6]([C:7]2[CH:12]=[CH:11][C:10]([O:13][CH3:14])=[CH:9][CH:8]=2)=[C:5]([NH2:15])[NH:4][N:3]=1.[C:16]1([C:22](=O)[CH2:23][C:24](OCC)=[O:25])[CH:21]=[CH:20][CH:19]=[CH:18][CH:17]=1. Product: [CH3:14][O:13][C:10]1[CH:9]=[CH:8][C:7]([C:6]2[C:2]([CH3:1])=[N:3][N:4]3[C:22]([C:16]4[CH:21]=[CH:20][CH:19]=[CH:18][CH:17]=4)=[CH:23][C:24](=[O:25])[NH:15][C:5]=23)=[CH:12][CH:11]=1. The catalyst class is: 17. (4) The catalyst class is: 10. Product: [I:27][CH2:2][O:3][C:4](=[O:26])[CH2:5][CH2:6][CH2:7][O:8][C:9](=[O:25])[C@H:10]([CH:22]([CH3:24])[CH3:23])[NH:11][C:12]([O:14][CH2:15][C:16]1[CH:21]=[CH:20][CH:19]=[CH:18][CH:17]=1)=[O:13]. Reactant: Cl[CH2:2][O:3][C:4](=[O:26])[CH2:5][CH2:6][CH2:7][O:8][C:9](=[O:25])[C@H:10]([CH:22]([CH3:24])[CH3:23])[NH:11][C:12]([O:14][CH2:15][C:16]1[CH:21]=[CH:20][CH:19]=[CH:18][CH:17]=1)=[O:13].[I-:27].[Na+]. (5) Reactant: Br[C:2]1[CH:11]=[CH:10][C:9]2[C:4](=[CH:5][CH:6]=[C:7]([Br:12])[CH:8]=2)[CH:3]=1.[C:13]1([C:22]2[CH:27]=[CH:26][CH:25]=[CH:24][CH:23]=2)[C:14](B(O)O)=[CH:15][CH:16]=[CH:17][CH:18]=1.C(=O)([O-])[O-].[Na+].[Na+]. Product: [C:13]1([C:22]2[CH:23]=[CH:24][CH:25]=[CH:26][CH:27]=2)[CH:14]=[CH:15][CH:16]=[CH:17][C:18]=1[C:2]1[CH:11]=[CH:10][C:9]2[C:4](=[CH:5][CH:6]=[C:7]([Br:12])[CH:8]=2)[CH:3]=1. The catalyst class is: 206.